This data is from Forward reaction prediction with 1.9M reactions from USPTO patents (1976-2016). The task is: Predict the product of the given reaction. (1) Given the reactants [CH2:1]([C:3]1[CH:8]=[C:7]([N+]([O-])=O)[CH:6]=[CH:5][N:4]=1)[CH3:2].[OH-].[Na+].C([Br:17])(=O)C, predict the reaction product. The product is: [Br:17][C:7]1[CH:6]=[CH:5][N:4]=[C:3]([CH2:1][CH3:2])[CH:8]=1. (2) Given the reactants [OH:1][CH:2]1[CH2:7][CH2:6][N:5]([C:8]([O:10][C:11]([CH3:14])([CH3:13])[CH3:12])=[O:9])[CH2:4][CH2:3]1.[H-].[Na+].[CH3:17][C:18]1[CH:27]=[C:26]([CH2:28]OS(C)(=O)=O)[C:25]2[C:20](=[CH:21][CH:22]=[CH:23][CH:24]=2)[N:19]=1, predict the reaction product. The product is: [CH3:17][C:18]1[CH:27]=[C:26]([CH2:28][O:1][CH:2]2[CH2:3][CH2:4][N:5]([C:8]([O:10][C:11]([CH3:14])([CH3:13])[CH3:12])=[O:9])[CH2:6][CH2:7]2)[C:25]2[C:20](=[CH:21][CH:22]=[CH:23][CH:24]=2)[N:19]=1. (3) Given the reactants [CH3:1][C:2]([O:5][C:6]([NH:8][C@H:9]([C:15]([O:17]C)=[O:16])[CH2:10][O:11]C(C)C)=[O:7])([CH3:4])[CH3:3].O.[OH-].[Na+].Cl.[CH2:23]1[CH2:27]OC[CH2:24]1, predict the reaction product. The product is: [CH3:4][C:2]([O:5][C:6]([N:8]([CH:23]([CH3:27])[CH3:24])[C@H:9]([C:15]([OH:17])=[O:16])[CH2:10][OH:11])=[O:7])([CH3:1])[CH3:3]. (4) Given the reactants [C:1]([O:5][C:6](=[O:22])[NH:7][CH:8]([C:10]1[N:14]([CH2:15][CH3:16])[C:13]2[CH:17]=[CH:18][C:19](Br)=[CH:20][C:12]=2[N:11]=1)[CH3:9])([CH3:4])([CH3:3])[CH3:2].[N:23]1[CH:28]=[CH:27][CH:26]=[CH:25][C:24]=1B(O)O.C(=O)([O-])[O-].[K+].[K+].O1CCOCC1, predict the reaction product. The product is: [C:1]([O:5][C:6](=[O:22])[NH:7][C@@H:8]([C:10]1[N:14]([CH2:15][CH3:16])[C:13]2[CH:17]=[CH:18][C:19]([C:25]3[CH:24]=[N:23][CH:28]=[CH:27][CH:26]=3)=[CH:20][C:12]=2[N:11]=1)[CH3:9])([CH3:4])([CH3:3])[CH3:2]. (5) Given the reactants [F:1][C:2]1[CH:7]=[CH:6][C:5]([C:8](=[O:20])[CH2:9][C:10]2[CH:11]=[CH:12][C:13](=[O:19])[N:14]([CH:16]([CH3:18])[CH3:17])[N:15]=2)=[CH:4][CH:3]=1.CO[CH:23](OC)[N:24]([CH3:26])[CH3:25], predict the reaction product. The product is: [CH3:23][N:24]([CH3:26])[CH:25]=[C:9]([C:10]1[CH:11]=[CH:12][C:13](=[O:19])[N:14]([CH:16]([CH3:18])[CH3:17])[N:15]=1)[C:8](=[O:20])[C:5]1[CH:6]=[CH:7][C:2]([F:1])=[CH:3][CH:4]=1. (6) Given the reactants CC1C=CC(S(O[CH2:12][CH:13]2[CH2:17][C:16]3[CH:18]=[CH:19][C:20]([F:29])=[C:21]([C:22]4[CH:27]=[CH:26][CH:25]=[CH:24][C:23]=4[CH3:28])[C:15]=3[O:14]2)(=O)=O)=CC=1.[N-:30]=[N+:31]=[N-:32].[Na+].N(CC1CC2C=C(Cl)C=C(C3C=CSC=3)C=2O1)=[N+]=[N-], predict the reaction product. The product is: [N:30]([CH2:12][CH:13]1[CH2:17][C:16]2[CH:18]=[CH:19][C:20]([F:29])=[C:21]([C:22]3[CH:27]=[CH:26][CH:25]=[CH:24][C:23]=3[CH3:28])[C:15]=2[O:14]1)=[N+:31]=[N-:32]. (7) The product is: [Cl:12][C:13]1[CH:21]=[CH:20][C:16]([C:17]2[O:1][C:2]3[C:3](=[C:4]([C:5]([OH:7])=[O:6])[CH:8]=[CH:9][CH:10]=3)[N:11]=2)=[CH:15][CH:14]=1.[Cl:12][C:13]1[CH:21]=[CH:20][C:16]([C:17]2[O:18][C:2]3[C:3](=[C:4]([C:5]([O:7][CH3:22])=[O:6])[CH:8]=[CH:9][CH:10]=3)[N:11]=2)=[CH:15][CH:14]=1. Given the reactants [OH:1][C:2]1[CH:10]=[CH:9][CH:8]=[C:4]([C:5]([OH:7])=[O:6])[C:3]=1[NH2:11].[Cl:12][C:13]1[CH:21]=[CH:20][C:16]([C:17](Cl)=[O:18])=[CH:15][CH:14]=1.[CH3:22]CN(C(C)C)C(C)C.CI, predict the reaction product.